Dataset: Forward reaction prediction with 1.9M reactions from USPTO patents (1976-2016). Task: Predict the product of the given reaction. (1) The product is: [NH:1]([C:8]1[C:13]([Cl:14])=[CH:12][N:11]=[C:10]([NH:15][C:16]2[CH:21]=[CH:20][C:19]([C:22](=[O:24])[NH:25][CH2:26][CH2:27][CH2:28][N:29]3[CH:33]=[CH:32][N:31]=[CH:30]3)=[CH:18][CH:17]=2)[N:9]=1)[C:2]1[CH:3]=[CH:4][CH:5]=[CH:6][CH:7]=1. Given the reactants [NH:1]([C:8]1[C:13]([Cl:14])=[CH:12][N:11]=[C:10]([NH:15][C:16]2[CH:21]=[CH:20][C:19]([C:22]([OH:24])=O)=[CH:18][CH:17]=2)[N:9]=1)[C:2]1[CH:7]=[CH:6][CH:5]=[CH:4][CH:3]=1.[NH2:25][CH2:26][CH2:27][CH2:28][N:29]1[CH:33]=[CH:32][N:31]=[CH:30]1.ON1C2C=CC=CC=2N=N1.C(N(CC)C(C)C)(C)C.Cl.CN(C)CCCN=C=NCC, predict the reaction product. (2) The product is: [Cl:1][C:2]1[CH:7]=[CH:6][CH:5]=[CH:4][C:3]=1[C:8]1[C:14]2[CH:15]=[C:16]([CH3:21])[C:17]([O:19][CH3:20])=[CH:18][C:13]=2[NH:12][C:11](=[S:32])[CH2:10][N:9]=1. Given the reactants [Cl:1][C:2]1[CH:7]=[CH:6][CH:5]=[CH:4][C:3]=1[C:8]1[C:14]2[CH:15]=[C:16]([CH3:21])[C:17]([O:19][CH3:20])=[CH:18][C:13]=2[NH:12][C:11](=O)[CH2:10][N:9]=1.COC1C=CC(P2(SP(C3C=CC(OC)=CC=3)(=S)S2)=[S:32])=CC=1, predict the reaction product. (3) Given the reactants C(=O)([O-])O.[Na+].O.Cl.[C:8]([C:10]1[S:11][C:12]2[CH2:13][N:14]([CH3:19])[CH2:15][CH2:16][C:17]=2[N:18]=1)#[N:9], predict the reaction product. The product is: [C:8]([C:10]1[S:11][C:12]2[CH2:13][N:14]([CH3:19])[CH2:15][CH2:16][C:17]=2[N:18]=1)#[N:9]. (4) Given the reactants [Br:1][C:2]1[CH:10]=[C:9]2[C:5]([CH2:6][CH2:7][CH:8]2O)=[CH:4][CH:3]=1.[NH:12]1[CH2:16][CH2:15][CH2:14][CH2:13]1, predict the reaction product. The product is: [Br:1][C:2]1[CH:10]=[C:9]2[C:5]([CH2:6][CH2:7][CH:8]2[N:12]2[CH2:16][CH2:15][CH2:14][CH2:13]2)=[CH:4][CH:3]=1.